From a dataset of NCI-60 drug combinations with 297,098 pairs across 59 cell lines. Regression. Given two drug SMILES strings and cell line genomic features, predict the synergy score measuring deviation from expected non-interaction effect. (1) Drug 1: CCC(=C(C1=CC=CC=C1)C2=CC=C(C=C2)OCCN(C)C)C3=CC=CC=C3.C(C(=O)O)C(CC(=O)O)(C(=O)O)O. Drug 2: CC1C(C(CC(O1)OC2CC(OC(C2O)C)OC3=CC4=CC5=C(C(=O)C(C(C5)C(C(=O)C(C(C)O)O)OC)OC6CC(C(C(O6)C)O)OC7CC(C(C(O7)C)O)OC8CC(C(C(O8)C)O)(C)O)C(=C4C(=C3C)O)O)O)O. Cell line: HT29. Synergy scores: CSS=43.5, Synergy_ZIP=13.6, Synergy_Bliss=11.6, Synergy_Loewe=-17.7, Synergy_HSA=10.3. (2) Drug 1: C1=CN(C(=O)N=C1N)C2C(C(C(O2)CO)O)O.Cl. Drug 2: COC1=C2C(=CC3=C1OC=C3)C=CC(=O)O2. Cell line: SNB-75. Synergy scores: CSS=2.99, Synergy_ZIP=0.155, Synergy_Bliss=0.770, Synergy_Loewe=-1.69, Synergy_HSA=0.667. (3) Drug 1: C1CN1C2=NC(=NC(=N2)N3CC3)N4CC4. Drug 2: C(=O)(N)NO. Cell line: BT-549. Synergy scores: CSS=14.4, Synergy_ZIP=-7.81, Synergy_Bliss=-3.98, Synergy_Loewe=-1.59, Synergy_HSA=-1.15. (4) Drug 1: C#CCC(CC1=CN=C2C(=N1)C(=NC(=N2)N)N)C3=CC=C(C=C3)C(=O)NC(CCC(=O)O)C(=O)O. Drug 2: CCC1(C2=C(COC1=O)C(=O)N3CC4=CC5=C(C=CC(=C5CN(C)C)O)N=C4C3=C2)O.Cl. Cell line: CCRF-CEM. Synergy scores: CSS=36.4, Synergy_ZIP=3.17, Synergy_Bliss=-0.796, Synergy_Loewe=-11.5, Synergy_HSA=-10.2. (5) Drug 1: CC1=C(C=C(C=C1)C(=O)NC2=CC(=CC(=C2)C(F)(F)F)N3C=C(N=C3)C)NC4=NC=CC(=N4)C5=CN=CC=C5. Drug 2: C1=CC=C(C=C1)NC(=O)CCCCCCC(=O)NO. Cell line: SK-OV-3. Synergy scores: CSS=6.56, Synergy_ZIP=-0.720, Synergy_Bliss=0.705, Synergy_Loewe=-10.9, Synergy_HSA=-4.97.